Task: Predict the reaction yield, written as a fraction of the theoretical maximum amount of product (1.0 means a 100% yield; for example, 0.34 means a 34% yield).. Dataset: Reaction yield outcomes from USPTO patents with 853,638 reactions (1) The reactants are [CH2:1]([N:8]([CH2:38]C1C=CC=CC=1)[C@@H:9]1[CH2:13][C@H:12]([C:14](=O)[CH2:15][NH:16][C:17]2[N:18]=[C:19]3[CH:25]=[CH:24][N:23](S(C4C=CC(C)=CC=4)(=O)=O)[C:20]3=[N:21][CH:22]=2)[C@H:11]([CH3:37])[CH2:10]1)[C:2]1[CH:7]=[CH:6][CH:5]=[CH:4][CH:3]=1.[C:45](O)([C:47](F)(F)F)=O.C(O[C:59]([C:61](F)(F)F)=O)(C(F)(F)F)=O.[C:65](#N)[CH3:66]. No catalyst specified. The product is [CH2:1]([N:8]([C@H:9]1[CH2:10][C@@H:11]([CH3:37])[C@@H:12]([C:14]2[N:18]3[C:19]4[CH:25]=[CH:24][NH:23][C:20]=4[N:21]=[CH:22][C:17]3=[N:16][CH:15]=2)[CH2:13]1)[CH2:38][C:47]1[CH:45]=[CH:61][CH:59]=[CH:66][CH:65]=1)[C:2]1[CH:7]=[CH:6][CH:5]=[CH:4][CH:3]=1. The yield is 0.670. (2) The reactants are CN(C(ON1N=NC2C=CC=NC1=2)=[N+](C)C)C.F[P-](F)(F)(F)(F)F.[F:25][C:26]1[CH:27]=[C:28]([C:32]2[CH:37]=[CH:36][C:35]([C:38]([OH:40])=O)=[C:34]([N+:41]([O-:43])=[O:42])[CH:33]=2)[CH:29]=[CH:30][CH:31]=1.C(N(CC)C(C)C)(C)C.FC(F)(F)C(O)=O.[NH2:60][C@H:61]([C:68]([O:70][CH2:71][C:72]1[CH:77]=[CH:76][CH:75]=[CH:74][CH:73]=1)=[O:69])[CH2:62][C:63]([O:65][CH2:66][CH3:67])=[O:64].C([O-])(O)=O.[Na+]. The catalyst is C(Cl)Cl.C(OCC)(=O)C. The product is [F:25][C:26]1[CH:27]=[C:28]([C:32]2[CH:37]=[CH:36][C:35]([C:38]([NH:60][C@H:61]([C:68]([O:70][CH2:71][C:72]3[CH:73]=[CH:74][CH:75]=[CH:76][CH:77]=3)=[O:69])[CH2:62][C:63]([O:65][CH2:66][CH3:67])=[O:64])=[O:40])=[C:34]([N+:41]([O-:43])=[O:42])[CH:33]=2)[CH:29]=[CH:30][CH:31]=1. The yield is 0.300. (3) The yield is 0.810. The product is [CH2:1]1[C:9]2[C:4](=[CH:5][CH:6]=[CH:7][CH:8]=2)[CH2:3][CH:2]1[C@H:10]1[NH:15][C:14](=[O:16])[C@@H:13]([CH:17]([CH2:18][CH3:19])[CH2:20][CH3:21])[N:12]([CH2:22][C:23]2[CH:28]=[CH:27][C:26]([S:29]([CH3:32])(=[O:30])=[O:31])=[CH:25][C:24]=2[CH:33]=[O:34])[C:11]1=[O:35]. The reactants are [CH2:1]1[C:9]2[C:4](=[CH:5][CH:6]=[CH:7][CH:8]=2)[CH2:3][CH:2]1[C@H:10]1[NH:15][C:14](=[O:16])[C@@H:13]([CH:17]([CH2:20][CH3:21])[CH2:18][CH3:19])[N:12]([CH2:22][C:23]2[CH:28]=[CH:27][C:26]([S:29]([CH3:32])(=[O:31])=[O:30])=[CH:25][C:24]=2[CH2:33][OH:34])[C:11]1=[O:35].CC(OI1(OC(C)=O)(OC(C)=O)OC(=O)C2C=CC=CC1=2)=O. The catalyst is ClCCl. (4) The reactants are [Cl:1][C:2]1[S:6][C:5]([S:7]([N:10](S(C2SC(Cl)=CC=2)(=O)=O)[C:11]2[C:19]3[C:14](=[CH:15][CH:16]=[CH:17][C:18]=3[O:20][CH3:21])[N:13]([CH2:22][C:23]3[CH:28]=[CH:27][C:26]([CH2:29][NH:30][C:31](=[O:37])[O:32][C:33]([CH3:36])([CH3:35])[CH3:34])=[CH:25][CH:24]=3)[N:12]=2)(=[O:9])=[O:8])=[CH:4][CH:3]=1.[OH-].[Na+]. The catalyst is CO. The product is [Cl:1][C:2]1[S:6][C:5]([S:7]([NH:10][C:11]2[C:19]3[C:14](=[CH:15][CH:16]=[CH:17][C:18]=3[O:20][CH3:21])[N:13]([CH2:22][C:23]3[CH:28]=[CH:27][C:26]([CH2:29][NH:30][C:31](=[O:37])[O:32][C:33]([CH3:35])([CH3:34])[CH3:36])=[CH:25][CH:24]=3)[N:12]=2)(=[O:8])=[O:9])=[CH:4][CH:3]=1. The yield is 0.300.